From a dataset of Catalyst prediction with 721,799 reactions and 888 catalyst types from USPTO. Predict which catalyst facilitates the given reaction. (1) Reactant: C([O:5][C:6](=[O:42])[C:7]1[CH:12]=[CH:11][C:10]([NH:13][C:14](=[O:41])[C:15]2[CH:20]=[CH:19][CH:18]=[C:17]([C:21]3[N:22]=[C:23]([NH:30][C:31]4[CH:36]=[CH:35][C:34]([O:37][CH3:38])=[C:33]([O:39][CH3:40])[CH:32]=4)[C:24]4[N:29]=[CH:28][S:27][C:25]=4[N:26]=3)[CH:16]=2)=[CH:9][CH:8]=1)(C)(C)C.C(O)(C(F)(F)F)=O. Product: [CH3:40][O:39][C:33]1[CH:32]=[C:31]([NH:30][C:23]2[C:24]3[N:29]=[CH:28][S:27][C:25]=3[N:26]=[C:21]([C:17]3[CH:16]=[C:15]([CH:20]=[CH:19][CH:18]=3)[C:14]([NH:13][C:10]3[CH:11]=[CH:12][C:7]([C:6]([OH:42])=[O:5])=[CH:8][CH:9]=3)=[O:41])[N:22]=2)[CH:36]=[CH:35][C:34]=1[O:37][CH3:38]. The catalyst class is: 2. (2) Reactant: [Cl-:1].[Mg+2:2].[Cl-].[OH:4][CH2:5][C@@H:6]([C@H:8]([C@@H:10]([C@@H:12]([CH2:14][OH:15])[OH:13])[OH:11])[OH:9])[OH:7].Cl. Product: [Cl-:1].[Mg+2:2].[Cl-:1].[OH:15][CH2:14][C@@H:12]([C@H:10]([C@@H:8]([C@@H:6]([CH2:5][OH:4])[OH:7])[OH:9])[OH:11])[OH:13]. The catalyst class is: 6.